This data is from NCI-60 drug combinations with 297,098 pairs across 59 cell lines. The task is: Regression. Given two drug SMILES strings and cell line genomic features, predict the synergy score measuring deviation from expected non-interaction effect. (1) Drug 1: C1=CC(=CC=C1C#N)C(C2=CC=C(C=C2)C#N)N3C=NC=N3. Drug 2: CC1CCC2CC(C(=CC=CC=CC(CC(C(=O)C(C(C(=CC(C(=O)CC(OC(=O)C3CCCCN3C(=O)C(=O)C1(O2)O)C(C)CC4CCC(C(C4)OC)O)C)C)O)OC)C)C)C)OC. Cell line: HOP-62. Synergy scores: CSS=27.0, Synergy_ZIP=-5.30, Synergy_Bliss=7.80, Synergy_Loewe=-5.77, Synergy_HSA=3.73. (2) Drug 1: C1=C(C(=O)NC(=O)N1)F. Drug 2: C1=NC2=C(N=C(N=C2N1C3C(C(C(O3)CO)O)O)F)N. Cell line: SK-MEL-2. Synergy scores: CSS=32.1, Synergy_ZIP=-2.56, Synergy_Bliss=-4.18, Synergy_Loewe=-4.24, Synergy_HSA=-2.56. (3) Drug 1: C1=CC=C(C=C1)NC(=O)CCCCCCC(=O)NO. Drug 2: N.N.Cl[Pt+2]Cl. Cell line: EKVX. Synergy scores: CSS=4.85, Synergy_ZIP=5.84, Synergy_Bliss=12.4, Synergy_Loewe=-1.40, Synergy_HSA=-1.19. (4) Drug 1: CC1CCC2CC(C(=CC=CC=CC(CC(C(=O)C(C(C(=CC(C(=O)CC(OC(=O)C3CCCCN3C(=O)C(=O)C1(O2)O)C(C)CC4CCC(C(C4)OC)O)C)C)O)OC)C)C)C)OC. Drug 2: C1CC(=O)NC(=O)C1N2C(=O)C3=CC=CC=C3C2=O. Cell line: BT-549. Synergy scores: CSS=14.2, Synergy_ZIP=-2.61, Synergy_Bliss=1.11, Synergy_Loewe=-9.74, Synergy_HSA=1.38. (5) Drug 1: C1CCC(CC1)NC(=O)N(CCCl)N=O. Drug 2: C1=NC(=NC(=O)N1C2C(C(C(O2)CO)O)O)N. Cell line: A498. Synergy scores: CSS=12.1, Synergy_ZIP=-4.29, Synergy_Bliss=0.824, Synergy_Loewe=-2.22, Synergy_HSA=-0.248. (6) Drug 2: C1=NNC2=C1C(=O)NC=N2. Drug 1: CCC1=CC2CC(C3=C(CN(C2)C1)C4=CC=CC=C4N3)(C5=C(C=C6C(=C5)C78CCN9C7C(C=CC9)(C(C(C8N6C)(C(=O)OC)O)OC(=O)C)CC)OC)C(=O)OC.C(C(C(=O)O)O)(C(=O)O)O. Cell line: K-562. Synergy scores: CSS=63.3, Synergy_ZIP=-0.781, Synergy_Bliss=1.56, Synergy_Loewe=-24.6, Synergy_HSA=3.61. (7) Drug 2: CCCCC(=O)OCC(=O)C1(CC(C2=C(C1)C(=C3C(=C2O)C(=O)C4=C(C3=O)C=CC=C4OC)O)OC5CC(C(C(O5)C)O)NC(=O)C(F)(F)F)O. Cell line: HT29. Synergy scores: CSS=2.64, Synergy_ZIP=4.43, Synergy_Bliss=1.83, Synergy_Loewe=-36.1, Synergy_HSA=-6.24. Drug 1: CN1C(=O)N2C=NC(=C2N=N1)C(=O)N. (8) Drug 1: CN1CCC(CC1)COC2=C(C=C3C(=C2)N=CN=C3NC4=C(C=C(C=C4)Br)F)OC. Drug 2: COC1=C2C(=CC3=C1OC=C3)C=CC(=O)O2. Cell line: NCI/ADR-RES. Synergy scores: CSS=5.78, Synergy_ZIP=0.681, Synergy_Bliss=7.79, Synergy_Loewe=0.435, Synergy_HSA=3.10.